From a dataset of Peptide-MHC class I binding affinity with 185,985 pairs from IEDB/IMGT. Regression. Given a peptide amino acid sequence and an MHC pseudo amino acid sequence, predict their binding affinity value. This is MHC class I binding data. The peptide sequence is PIQKETWETW. The MHC is HLA-B54:01 with pseudo-sequence HLA-B54:01. The binding affinity (normalized) is 0.